From a dataset of M1 muscarinic receptor antagonist screen with 61,756 compounds. Binary Classification. Given a drug SMILES string, predict its activity (active/inactive) in a high-throughput screening assay against a specified biological target. The compound is s1c2c(CCC2)c2c1nc(nc2NCCc1ccc(S(=O)(=O)N)cc1)CN1CCOCC1. The result is 0 (inactive).